This data is from Experimentally validated miRNA-target interactions with 360,000+ pairs, plus equal number of negative samples. The task is: Binary Classification. Given a miRNA mature sequence and a target amino acid sequence, predict their likelihood of interaction. (1) The miRNA is hsa-miR-138-2-3p with sequence GCUAUUUCACGACACCAGGGUU. The protein sequence of the target gene is MEAAADGPAETQSPVEKDSPAKTQSPAQDTSIMSRNNADTGRVLALPEHKKKRKGNLPAESVKILRDWMYKHRFKAYPSEEEKQMLSEKTNLSLLQISNWFINARRRILPDMLQQRRNDPIIGHKTGKDAHATHLQSTEASVPAKSGPSGPDNVQSLPLWPLPKGQMSREKQPDPESAPSQKLTGIAQPKKKVKVSVTSPSSPELVSPEEHADFSSFLLLVDAAVQRAAELELEKKQEPNP. Result: 1 (interaction). (2) The miRNA is mmu-miR-3473a with sequence UGGAGAGAUGGCUCAGCA. The protein sequence of the target gene is MARHGLPLLPLLSLLVGAWLKLGNGQATSMVQLQGGRFLMGTNSPDSRDGDGPVREATVKPFAIDIFPVTNKDFRDFVREKKYRTEAEMFGWSFVFEDFVSDELRNKATQPMKSVLWWLPVEKAFWRQPAGPGSGIRERLEHPVLHVSWNDARAYCAWRGKRLPTEEEWEFAARGGLKGQVYPWGNWFQPNRTNLWQGKFPKGDKAEDGFHGVSPVNAFPAQNNYGLYDLLGNVWEWTASPYQAAEQDMRVLRGASWIDTADGSANHRARVTTRMGNTPDSASDNLGFRCAADAGRPPGE.... Result: 0 (no interaction). (3) The miRNA is hsa-miR-26b-3p with sequence CCUGUUCUCCAUUACUUGGCU. The protein sequence of the target gene is MQPAKEVTKASDGSLLGDLGHTPLSKKEGIKWQRPRLSRQALMRCCLVKWILSSTAPQGSDSSDSELELSTVRHQPEGLDQLQAQTKFTKKELQSLYRGFKNECPTGLVDEDTFKLIYAQFFPQGDATTYAHFLFNAFDADGNGAIHFEDFVVGLSILLRGTVHEKLKWAFNLYDINKDGYITKEEMLAIMKSIYDMMGRHTYPILREDAPAEHVERFFEKMDRNQDGVVTIEEFLEACQKDENIMSSMQLFENVI. Result: 1 (interaction).